This data is from Full USPTO retrosynthesis dataset with 1.9M reactions from patents (1976-2016). The task is: Predict the reactants needed to synthesize the given product. (1) Given the product [CH3:1][O:2][C:3]1[CH:4]=[C:5]2[C:10](=[CH:11][C:12]=1[O:13][CH3:14])[N:9]=[CH:8][CH:7]=[C:6]2[O:15][C:16]1[CH:21]=[CH:20][C:19]([NH:22][C:39]([C:36]2[C:37](=[O:38])[N:32]([C:29]3[CH:28]=[CH:27][C:26]([F:25])=[CH:31][CH:30]=3)[C:33](=[O:45])[N:34]([CH:42]([CH3:44])[CH3:43])[CH:35]=2)=[O:40])=[C:18]([O:23][CH3:24])[CH:17]=1, predict the reactants needed to synthesize it. The reactants are: [CH3:1][O:2][C:3]1[CH:4]=[C:5]2[C:10](=[CH:11][C:12]=1[O:13][CH3:14])[N:9]=[CH:8][CH:7]=[C:6]2[O:15][C:16]1[CH:21]=[CH:20][C:19]([NH2:22])=[C:18]([O:23][CH3:24])[CH:17]=1.[F:25][C:26]1[CH:31]=[CH:30][C:29]([N:32]2[C:37](=[O:38])[C:36]([C:39](O)=[O:40])=[CH:35][N:34]([CH:42]([CH3:44])[CH3:43])[C:33]2=[O:45])=[CH:28][CH:27]=1. (2) The reactants are: [OH:1][N:2]1[C:6](=[O:7])[CH2:5][CH2:4][C:3]1=[O:8].C1CCC(N=C=NC2CCCCC2)CC1.[C:24]([O:27][C:28]1[CH:33]=[C:32]([CH3:34])[CH:31]=[C:30]([CH3:35])[C:29]=1[C:36]([CH3:42])([CH3:41])[CH2:37][C:38](O)=[O:39])(=[O:26])[CH3:25]. Given the product [C:6]1(=[O:7])[N:2]([O:1][C:38](=[O:39])[CH2:37][C:36]([C:29]2[C:30]([CH3:35])=[CH:31][C:32]([CH3:34])=[CH:33][C:28]=2[O:27][C:24](=[O:26])[CH3:25])([CH3:42])[CH3:41])[C:3](=[O:8])[CH2:4][CH2:5]1, predict the reactants needed to synthesize it. (3) Given the product [CH3:13][NH:12][CH2:11][CH2:10][CH:9]([C:21]1[CH:22]=[CH:23][CH:24]=[CH:25][CH:26]=1)[O:8][C:7]1[CH:27]=[CH:28][C:4]([CH2:3][CH2:2][OH:1])=[CH:5][CH:6]=1, predict the reactants needed to synthesize it. The reactants are: [OH:1][CH2:2][CH2:3][C:4]1[CH:28]=[CH:27][C:7]([O:8][CH:9]([C:21]2[CH:26]=[CH:25][CH:24]=[CH:23][CH:22]=2)[CH2:10][CH2:11][N:12](C)[C:13](=O)OC(C)(C)C)=[CH:6][CH:5]=1.C(O)(C(F)(F)F)=O. (4) Given the product [NH2:1][C:2]1[N:3]([CH3:25])[C:4](=[O:24])[C@@:5]2([N:23]=1)[C@@H:18]1[C@H:13]([CH2:14][CH2:15][C@H:16]([O:19][CH2:20][CH:21]3[CH2:45][CH2:43]3)[CH2:17]1)[O:12][C:11]1[C:6]2=[CH:7][C:8]([C:34]2[CH:35]=[N:36][CH:37]=[C:38]([CH:41]=2)[C:39]#[N:40])=[CH:9][CH:10]=1, predict the reactants needed to synthesize it. The reactants are: [NH2:1][C:2]1[N:3]([CH3:25])[C:4](=[O:24])[C@@:5]2([N:23]=1)[C@@H:18]1[C@H:13]([CH2:14][CH2:15][C@H:16]([O:19][CH2:20][CH3:21])[CH2:17]1)[O:12][C:11]1[C:6]2=[CH:7][C:8](Br)=[CH:9][CH:10]=1.CC1(C)C(C)(C)OB([C:34]2[CH:35]=[N:36][CH:37]=[C:38]([CH:41]=2)[C:39]#[N:40])O1.[C:43]([C:45]1C=C(B(O)O)C=C(F)C=1)#N.